From a dataset of NCI-60 drug combinations with 297,098 pairs across 59 cell lines. Regression. Given two drug SMILES strings and cell line genomic features, predict the synergy score measuring deviation from expected non-interaction effect. (1) Drug 1: CC1=C(C(=CC=C1)Cl)NC(=O)C2=CN=C(S2)NC3=CC(=NC(=N3)C)N4CCN(CC4)CCO. Drug 2: C(CN)CNCCSP(=O)(O)O. Cell line: SR. Synergy scores: CSS=-11.3, Synergy_ZIP=4.01, Synergy_Bliss=-1.15, Synergy_Loewe=-13.0, Synergy_HSA=-12.9. (2) Drug 1: CN1CCC(CC1)COC2=C(C=C3C(=C2)N=CN=C3NC4=C(C=C(C=C4)Br)F)OC. Drug 2: CCC1(CC2CC(C3=C(CCN(C2)C1)C4=CC=CC=C4N3)(C5=C(C=C6C(=C5)C78CCN9C7C(C=CC9)(C(C(C8N6C=O)(C(=O)OC)O)OC(=O)C)CC)OC)C(=O)OC)O.OS(=O)(=O)O. Cell line: SF-295. Synergy scores: CSS=17.0, Synergy_ZIP=0.639, Synergy_Bliss=0.976, Synergy_Loewe=-26.7, Synergy_HSA=1.42. (3) Drug 1: C1=C(C(=O)NC(=O)N1)N(CCCl)CCCl. Drug 2: CC1=C(C=C(C=C1)NC(=O)C2=CC=C(C=C2)CN3CCN(CC3)C)NC4=NC=CC(=N4)C5=CN=CC=C5. Cell line: HL-60(TB). Synergy scores: CSS=60.2, Synergy_ZIP=8.07, Synergy_Bliss=6.95, Synergy_Loewe=-4.50, Synergy_HSA=3.14. (4) Drug 1: CC1C(C(CC(O1)OC2CC(OC(C2O)C)OC3=CC4=CC5=C(C(=O)C(C(C5)C(C(=O)C(C(C)O)O)OC)OC6CC(C(C(O6)C)O)OC7CC(C(C(O7)C)O)OC8CC(C(C(O8)C)O)(C)O)C(=C4C(=C3C)O)O)O)O. Drug 2: C(=O)(N)NO. Cell line: SF-539. Synergy scores: CSS=34.3, Synergy_ZIP=5.59, Synergy_Bliss=11.2, Synergy_Loewe=-28.5, Synergy_HSA=5.36. (5) Drug 1: CC1=C(C(=O)C2=C(C1=O)N3CC4C(C3(C2COC(=O)N)OC)N4)N. Drug 2: C1CCC(C(C1)N)N.C(=O)(C(=O)[O-])[O-].[Pt+4]. Cell line: K-562. Synergy scores: CSS=31.2, Synergy_ZIP=10.5, Synergy_Bliss=6.33, Synergy_Loewe=3.44, Synergy_HSA=3.21. (6) Drug 1: CC12CCC(CC1=CCC3C2CCC4(C3CC=C4C5=CN=CC=C5)C)O. Drug 2: CC1C(C(CC(O1)OC2CC(CC3=C2C(=C4C(=C3O)C(=O)C5=CC=CC=C5C4=O)O)(C(=O)C)O)N)O. Cell line: SK-MEL-28. Synergy scores: CSS=57.3, Synergy_ZIP=2.78, Synergy_Bliss=7.01, Synergy_Loewe=-10.2, Synergy_HSA=6.18.